From a dataset of Forward reaction prediction with 1.9M reactions from USPTO patents (1976-2016). Predict the product of the given reaction. Given the reactants [CH3:1][C:2]1([C:8]([O:10][CH2:11][CH3:12])=[O:9])[CH2:7][CH2:6][CH2:5][NH:4][CH2:3]1.F[C:14]1[CH:19]=[CH:18][C:17]([N+:20]([O-:22])=[O:21])=[CH:16][CH:15]=1.CN(C=O)C.C([O-])([O-])=O.[K+].[K+], predict the reaction product. The product is: [CH3:1][C:2]1([C:8]([O:10][CH2:11][CH3:12])=[O:9])[CH2:7][CH2:6][CH2:5][N:4]([C:14]2[CH:19]=[CH:18][C:17]([N+:20]([O-:22])=[O:21])=[CH:16][CH:15]=2)[CH2:3]1.